From a dataset of Full USPTO retrosynthesis dataset with 1.9M reactions from patents (1976-2016). Predict the reactants needed to synthesize the given product. (1) Given the product [Cl:1][C:2]1[CH:7]=[CH:6][N:5]=[C:4]2[N:8]([S:24]([C:18]3[CH:23]=[CH:22][CH:21]=[CH:20][CH:19]=3)(=[O:26])=[O:25])[CH:9]=[CH:10][C:3]=12, predict the reactants needed to synthesize it. The reactants are: [Cl:1][C:2]1[CH:7]=[CH:6][N:5]=[C:4]2[NH:8][CH:9]=[CH:10][C:3]=12.C(N(CC)CC)C.[C:18]1([S:24](Cl)(=[O:26])=[O:25])[CH:23]=[CH:22][CH:21]=[CH:20][CH:19]=1. (2) The reactants are: N1C=CC=CC=1.CC(OI1(OC(C)=O)(OC(C)=O)OC(=O)C2C=CC=CC1=2)=O.[N:29]1([CH2:34][C:35]2[CH:40]=[CH:39][C:38]([CH2:41][CH2:42][CH2:43][OH:44])=[CH:37][CH:36]=2)[CH2:33][CH2:32][CH2:31][CH2:30]1. Given the product [N:29]1([CH2:34][C:35]2[CH:40]=[CH:39][C:38]([CH2:41][CH2:42][CH:43]=[O:44])=[CH:37][CH:36]=2)[CH2:33][CH2:32][CH2:31][CH2:30]1, predict the reactants needed to synthesize it. (3) Given the product [Cl:1][C:2]1[N:10]=[C:9]2[C:5]([N:6]([CH2:11][C@H:12]3[CH2:17][CH2:16][C@H:15]([CH3:18])[CH2:14][CH2:13]3)[CH:7]=[N:8]2)=[C:4]([NH:31][CH2:30][C:23]2[CH:24]=[CH:25][C:26]([O:28][CH3:29])=[CH:27][C:22]=2[O:21][CH3:20])[N:3]=1, predict the reactants needed to synthesize it. The reactants are: [Cl:1][C:2]1[N:10]=[C:9]2[C:5]([N:6]([CH2:11][C@H:12]3[CH2:17][CH2:16][C@H:15]([CH3:18])[CH2:14][CH2:13]3)[CH:7]=[N:8]2)=[C:4](Cl)[N:3]=1.[CH3:20][O:21][C:22]1[CH:27]=[C:26]([O:28][CH3:29])[CH:25]=[CH:24][C:23]=1[CH2:30][NH2:31].CCN(C(C)C)C(C)C. (4) Given the product [CH:13]([O:11][C:4]1[CH:5]=[CH:6][C:7]([N+:8]([O-:10])=[O:9])=[C:2]([CH3:1])[CH:3]=1)([CH3:15])[CH3:14], predict the reactants needed to synthesize it. The reactants are: [CH3:1][C:2]1[CH:3]=[C:4]([OH:11])[CH:5]=[CH:6][C:7]=1[N+:8]([O-:10])=[O:9].Br[CH:13]([CH3:15])[CH3:14].C(=O)([O-])[O-].[K+].[K+]. (5) Given the product [C:50]([O:49][C:46]1[CH:47]=[CH:48][C:43]([CH2:42][C@H:18]([NH:17][C:14](=[O:16])[CH2:13][N:2]([CH3:1])[NH:3][C:4]([NH:5][CH2:6][C:7]2[S:8][CH:9]=[CH:10][CH:11]=2)=[O:12])[C:19]([N:21]([C@@H:33]([CH3:41])[CH:34]([O:38][CH2:39][CH3:40])[O:35][CH2:36][CH3:37])[CH2:22][C:23]2[CH:24]=[CH:25][CH:26]=[C:27]3[C:32]=2[N:31]=[CH:30][CH:29]=[CH:28]3)=[O:20])=[CH:44][CH:45]=1)([CH3:53])([CH3:51])[CH3:52], predict the reactants needed to synthesize it. The reactants are: [CH3:1][N:2]([CH2:13][C:14]([OH:16])=O)[NH:3][C:4](=[O:12])[NH:5][CH2:6][C:7]1[S:8][CH:9]=[CH:10][CH:11]=1.[NH2:17][C@@H:18]([CH2:42][C:43]1[CH:48]=[CH:47][C:46]([O:49][C:50]([CH3:53])([CH3:52])[CH3:51])=[CH:45][CH:44]=1)[C:19]([N:21]([C@@H:33]([CH3:41])[CH:34]([O:38][CH2:39][CH3:40])[O:35][CH2:36][CH3:37])[CH2:22][C:23]1[CH:24]=[CH:25][CH:26]=[C:27]2[C:32]=1[N:31]=[CH:30][CH:29]=[CH:28]2)=[O:20].